Dataset: CYP2C9 inhibition data for predicting drug metabolism from PubChem BioAssay. Task: Regression/Classification. Given a drug SMILES string, predict its absorption, distribution, metabolism, or excretion properties. Task type varies by dataset: regression for continuous measurements (e.g., permeability, clearance, half-life) or binary classification for categorical outcomes (e.g., BBB penetration, CYP inhibition). Dataset: cyp2c9_veith. (1) The compound is CCn1c2ccccc2c2cnc(N=CN(C)C)c(C#N)c21. The result is 1 (inhibitor). (2) The drug is CC(C)NC(=O)CC1Nc2c3ccccc3nc(=S)n2C1=O. The result is 0 (non-inhibitor). (3) The molecule is Cc1cc2c(nc1C)CCCN2C[C@H](C)O/N=C1\[C@@H]2CCn3c(=O)n(-c4ccccc4)c(=O)n3[C@H]2[C@H](O)[C@H]2O[C@H]12. The result is 0 (non-inhibitor). (4) The molecule is C[N+]1(C)CCC[C@@H](OC(=O)C(O)(c2ccccc2)c2ccccc2)C1. The result is 0 (non-inhibitor). (5) The compound is COCC(=O)N1CCC2(CC1)CN(C(c1ccccc1)c1ccccc1)C2. The result is 0 (non-inhibitor).